Dataset: NCI-60 drug combinations with 297,098 pairs across 59 cell lines. Task: Regression. Given two drug SMILES strings and cell line genomic features, predict the synergy score measuring deviation from expected non-interaction effect. Drug 1: C1CCC(C1)C(CC#N)N2C=C(C=N2)C3=C4C=CNC4=NC=N3. Drug 2: CC1=C2C(C(=O)C3(C(CC4C(C3C(C(C2(C)C)(CC1OC(=O)C(C(C5=CC=CC=C5)NC(=O)OC(C)(C)C)O)O)OC(=O)C6=CC=CC=C6)(CO4)OC(=O)C)O)C)O. Cell line: NCI-H322M. Synergy scores: CSS=37.0, Synergy_ZIP=6.61, Synergy_Bliss=9.09, Synergy_Loewe=-10.4, Synergy_HSA=9.04.